From a dataset of Catalyst prediction with 721,799 reactions and 888 catalyst types from USPTO. Predict which catalyst facilitates the given reaction. (1) Product: [CH2:1]([O:3][C:4]([C:6]1[CH:11]=[C:10]([C:12]2[O:13][C:14]([Br:19])=[CH:15][CH:16]=2)[CH:9]=[C:8]([CH2:17][Br:18])[N:7]=1)=[O:5])[CH3:2]. Reactant: [CH2:1]([O:3][C:4]([C:6]1[CH:11]=[C:10]([C:12]2[O:13][CH:14]=[CH:15][CH:16]=2)[CH:9]=[C:8]([CH2:17][Br:18])[N:7]=1)=[O:5])[CH3:2].[Br:19]Br. The catalyst class is: 12. (2) The catalyst class is: 9. Reactant: [CH2:1]([C:4]1[S:28][C:7]2[N:8]=[C:9]([C:25]([OH:27])=O)[N:10]=[C:11]([N:12]3[CH2:17][CH2:16][N:15]4[C:18]([C:21]([F:24])([F:23])[F:22])=[N:19][N:20]=[C:14]4[CH2:13]3)[C:6]=2[CH:5]=1)[CH2:2][CH3:3].[CH2:29]([O:31][C:32](=[O:36])[CH2:33][CH2:34][NH2:35])[CH3:30].Cl.CN(C(ON1N=NC2C=CC=NC1=2)=[N+](C)C)C.F[P-](F)(F)(F)(F)F.C(N(CC)CC)C. Product: [CH2:29]([O:31][C:32](=[O:36])[CH2:33][CH2:34][NH:35][C:25]([C:9]1[N:10]=[C:11]([N:12]2[CH2:17][CH2:16][N:15]3[C:18]([C:21]([F:24])([F:23])[F:22])=[N:19][N:20]=[C:14]3[CH2:13]2)[C:6]2[CH:5]=[C:4]([CH2:1][CH2:2][CH3:3])[S:28][C:7]=2[N:8]=1)=[O:27])[CH3:30]. (3) Reactant: [F:1][C:2]1[C:3]([CH3:13])=[C:4]([CH2:8][C:9]([O:11][CH3:12])=[O:10])[CH:5]=[CH:6][CH:7]=1.[C:14]([O:18][C:19]([CH3:22])([CH3:21])[CH3:20])(=[O:17])[CH:15]=[CH2:16].[H-].[Na+]. Product: [F:1][C:2]1[C:3]([CH3:13])=[C:4]([C:8]2([C:9]([O:11][CH3:12])=[O:10])[CH2:4][CH2:8][C:9]([OH:10])=[C:15]([C:14]([O:18][C:19]([CH3:22])([CH3:21])[CH3:20])=[O:17])[CH2:16]2)[CH:5]=[CH:6][CH:7]=1. The catalyst class is: 3. (4) The catalyst class is: 35. Reactant: [Cl:1][C:2]1[CH:17]=[CH:16][C:5]([O:6][CH2:7][C@H:8]([F:15])[CH2:9]CS([O-])(=O)=O)=[C:4]([C:18]#[N:19])[CH:3]=1.[OH:20][C:21]1[CH:22]=[C:23]([CH2:27][C@H:28]([O:33][CH:34]([CH3:36])[CH3:35])[C:29]([O:31][CH3:32])=[O:30])[CH:24]=[CH:25][CH:26]=1.C(=O)([O-])[O-].[K+].[K+].C(OC)(C)(C)C. Product: [Cl:1][C:2]1[CH:17]=[CH:16][C:5]([O:6][CH2:7][C@@H:8]([F:15])[CH2:9][O:20][C:21]2[CH:22]=[C:23]([CH2:27][C@H:28]([O:33][CH:34]([CH3:36])[CH3:35])[C:29]([O:31][CH3:32])=[O:30])[CH:24]=[CH:25][CH:26]=2)=[C:4]([C:18]#[N:19])[CH:3]=1. (5) Reactant: COC(=O)[CH:4]([O:19][C:20]1[CH:25]=[CH:24][C:23]([C:26]2[CH:31]=[CH:30][C:29]([C:32]#[N:33])=[CH:28][CH:27]=2)=[CH:22][CH:21]=1)[CH2:5][CH2:6][CH2:7][CH2:8][CH2:9][CH2:10][CH2:11][CH2:12][CH2:13][CH2:14][CH2:15][CH2:16][CH2:17]C.[CH3:35]CN(CC)CC.[CH3:42][C:43]([OH:45])=[O:44].[N-:46]=[N+:47]=[N-:48].[Na+].Cl. Product: [CH3:35][O:44][C:43](=[O:45])[CH2:42][CH2:17][CH2:16][CH2:15][CH2:14][CH2:13][CH2:12][CH2:11][CH2:10][CH2:9][CH2:8][CH2:7][CH2:6][CH2:5][CH2:4][O:19][C:20]1[CH:21]=[CH:22][C:23]([C:26]2[CH:27]=[CH:28][C:29]([C:32]3[NH:33][N:48]=[N:47][N:46]=3)=[CH:30][CH:31]=2)=[CH:24][CH:25]=1. The catalyst class is: 136. (6) The catalyst class is: 694. Product: [Cl:25][C:26]1[CH:27]=[CH:28][C:29]([O:35][CH3:36])=[C:30]([C:46]2[CH:47]=[CH:48][C:43]([NH:10][CH3:9])=[C:44]([O:40][CH3:37])[CH:45]=2)[CH:31]=1. Reactant: COC1C=C(OS(C(F)(F)F)(=O)=O)C=CC=1[CH2:9][NH:10]S(C(C)(C)C)=O.[Cl:25][C:26]1[CH:27]=[CH:28][C:29]([O:35][CH3:36])=[C:30](B(O)O)[CH:31]=1.[C:37](=[O:40])([O-])[O-].[K+].[K+].[C:43]1(C)[CH:48]=[CH:47][CH:46]=[CH:45][CH:44]=1.